Dataset: Catalyst prediction with 721,799 reactions and 888 catalyst types from USPTO. Task: Predict which catalyst facilitates the given reaction. (1) Reactant: [F:1][C:2]([F:18])([F:17])[O:3][C:4]1[CH:16]=[CH:15][C:7]([O:8][CH:9]2[CH2:14][CH2:13][NH:12][CH2:11][CH2:10]2)=[CH:6][CH:5]=1.C(N(CC)CC)C.Cl[S:27]([CH:30]1[CH2:35][CH2:34][N:33]([C:36]([O:38][CH2:39][C:40]2[CH:45]=[CH:44][CH:43]=[CH:42][CH:41]=2)=[O:37])[CH2:32][CH2:31]1)(=[O:29])=[O:28]. Product: [F:18][C:2]([F:1])([F:17])[O:3][C:4]1[CH:16]=[CH:15][C:7]([O:8][CH:9]2[CH2:10][CH2:11][N:12]([S:27]([CH:30]3[CH2:31][CH2:32][N:33]([C:36]([O:38][CH2:39][C:40]4[CH:45]=[CH:44][CH:43]=[CH:42][CH:41]=4)=[O:37])[CH2:34][CH2:35]3)(=[O:28])=[O:29])[CH2:13][CH2:14]2)=[CH:6][CH:5]=1. The catalyst class is: 11. (2) Reactant: CC(OC(/N=N/C(OC(C)C)=O)=O)C.[Cl:15][C:16]1[CH:17]=[CH:18][C:19](=[O:22])[NH:20][N:21]=1.O[CH2:24][C:25]1[CH:26]=[C:27]2[C:31](=[CH:32][CH:33]=1)[N:30]([C:34]([O:36][C:37]([CH3:40])([CH3:39])[CH3:38])=[O:35])[N:29]=[C:28]2[C:41]1[N:42]=[N:43][N:44]([C:46]2[CH:51]=[CH:50][C:49]([C:52]([N:54]3[CH2:59][CH2:58][O:57][CH2:56][CH2:55]3)=[O:53])=[CH:48][CH:47]=2)[CH:45]=1.C1(P(C2C=CC=CC=2)C2C=CC=CC=2)C=CC=CC=1. Product: [Cl:15][C:16]1[CH:17]=[CH:18][C:19](=[O:22])[N:20]([CH2:24][C:25]2[CH:26]=[C:27]3[C:31](=[CH:32][CH:33]=2)[N:30]([C:34]([O:36][C:37]([CH3:40])([CH3:38])[CH3:39])=[O:35])[N:29]=[C:28]3[C:41]2[N:42]=[N:43][N:44]([C:46]3[CH:51]=[CH:50][C:49]([C:52]([N:54]4[CH2:59][CH2:58][O:57][CH2:56][CH2:55]4)=[O:53])=[CH:48][CH:47]=3)[CH:45]=2)[N:21]=1. The catalyst class is: 2.